From a dataset of Peptide-MHC class I binding affinity with 185,985 pairs from IEDB/IMGT. Regression. Given a peptide amino acid sequence and an MHC pseudo amino acid sequence, predict their binding affinity value. This is MHC class I binding data. (1) The MHC is HLA-A01:01 with pseudo-sequence HLA-A01:01. The peptide sequence is AEMGGHAER. The binding affinity (normalized) is 0.0847. (2) The peptide sequence is RVRDNMTKK. The MHC is HLA-B40:01 with pseudo-sequence HLA-B40:01. The binding affinity (normalized) is 0.0847.